Predict the reactants needed to synthesize the given product. From a dataset of Full USPTO retrosynthesis dataset with 1.9M reactions from patents (1976-2016). (1) Given the product [N+:6]([C:9]1[CH:10]=[CH:11][C:12]2[CH2:18][CH2:17][CH:16]([N:1]3[CH2:5][CH2:4][CH2:3][CH2:2]3)[CH2:15][CH2:14][C:13]=2[CH:20]=1)([O-:8])=[O:7], predict the reactants needed to synthesize it. The reactants are: [NH:1]1[CH2:5][CH2:4][CH2:3][CH2:2]1.[N+:6]([C:9]1[CH:10]=[CH:11][C:12]2[CH2:18][CH2:17][C:16](=O)[CH2:15][CH2:14][C:13]=2[CH:20]=1)([O-:8])=[O:7].[BH-](OC(C)=O)(OC(C)=O)OC(C)=O.[Na+].CC(O)=O. (2) Given the product [C:15]1([O:21][C:22]([N:24]2[CH2:29][CH:28]=[C:27]([O:30][S:33]([C:36]([F:39])([F:38])[F:37])(=[O:35])=[O:34])[CH2:26][CH:25]2[CH3:31])=[O:23])[CH:16]=[CH:17][CH:18]=[CH:19][CH:20]=1, predict the reactants needed to synthesize it. The reactants are: CCC(C)[BH-](C(C)CC)C(C)CC.[Li+].[C:15]1([O:21][C:22]([N:24]2[CH:29]=[CH:28][C:27](=[O:30])[CH2:26][CH:25]2[CH3:31])=[O:23])[CH:20]=[CH:19][CH:18]=[CH:17][CH:16]=1.N(C1C=CC=CC=1)([S:33]([C:36]([F:39])([F:38])[F:37])(=[O:35])=[O:34])[S:33]([C:36]([F:39])([F:38])[F:37])(=[O:35])=[O:34].